Dataset: Reaction yield outcomes from USPTO patents with 853,638 reactions. Task: Predict the reaction yield, written as a fraction of the theoretical maximum amount of product (1.0 means a 100% yield; for example, 0.34 means a 34% yield). The reactants are [CH3:1][C:2]1[N:11]=[CH:10][CH:9]=[CH:8][C:3]=1[C:4](OC)=[O:5].[H-].C([Al+]CC(C)C)C(C)C.[C@H](O)(C([O-])=O)[C@@H](O)C([O-])=O.[Na+].[K+]. The catalyst is C(Cl)Cl. The product is [CH3:1][C:2]1[C:3]([CH2:4][OH:5])=[CH:8][CH:9]=[CH:10][N:11]=1. The yield is 0.760.